Task: Predict which catalyst facilitates the given reaction.. Dataset: Catalyst prediction with 721,799 reactions and 888 catalyst types from USPTO Reactant: [C:1]([O-:4])(=[O:3])[CH3:2].[Na+:5].[OH:6][C:7]1[CH:20]=[C:19](O)[C:18]2[C:22]3=[C:23]4[C:11](=[C:12]([S:28]([O-:31])(=[O:30])=[O:29])[CH:13]=[C:14]([S:24]([O-:27])(=[O:26])=[O:25])[C:15]4=[CH:16][CH:17]=2)[CH:10]=[CH:9][C:8]=13.[Na+].[Na+].[C:34](OC(=O)C)(=[O:36])[CH3:35]. Product: [Na+:5].[C:1]([O:4][C:19]1[CH:20]=[C:7]([O:6][C:34](=[O:36])[CH3:35])[C:8]2[C:22]3=[C:23]4[C:15](=[C:14]([S:24]([O-:27])(=[O:25])=[O:26])[CH:13]=[C:12]([S:28]([O-:31])(=[O:29])=[O:30])[C:11]4=[CH:10][CH:9]=2)[CH:16]=[CH:17][C:18]=13)(=[O:3])[CH3:2].[Na+:5]. The catalyst class is: 3.